This data is from Forward reaction prediction with 1.9M reactions from USPTO patents (1976-2016). The task is: Predict the product of the given reaction. Given the reactants Br[C:2]1[CH:9]=[CH:8][C:5]([C:6]#[N:7])=[CH:4][C:3]=1[CH3:10].[CH3:11][O:12][C:13]1[CH:18]=[CH:17][C:16](B(O)O)=[CH:15][CH:14]=1, predict the reaction product. The product is: [CH3:11][O:12][C:13]1[CH:18]=[CH:17][C:16]([C:2]2[CH:9]=[CH:8][C:5]([C:6]#[N:7])=[CH:4][C:3]=2[CH3:10])=[CH:15][CH:14]=1.